This data is from Forward reaction prediction with 1.9M reactions from USPTO patents (1976-2016). The task is: Predict the product of the given reaction. (1) Given the reactants [NH2:1][C:2]1[CH:3]=[C:4]([CH:7]=[CH:8][C:9]=1[NH:10][CH2:11][CH2:12][CH3:13])[C:5]#[N:6].Cl.[Cl:15][CH2:16][C:17](=N)OCC, predict the reaction product. The product is: [ClH:15].[CH2:11]([N:10]1[C:9]2[CH:8]=[CH:7][C:4]([C:5]#[N:6])=[CH:3][C:2]=2[N:1]=[C:17]1[CH2:16][Cl:15])[CH2:12][CH3:13]. (2) Given the reactants [CH:1]1([S:4](Cl)(=[O:6])=[O:5])[CH2:3][CH2:2]1.N1C=CC=CC=1.[CH3:14][CH2:15][CH2:16][CH2:17][OH:18], predict the reaction product. The product is: [CH:1]1([S:4]([O:18][CH2:17][CH2:16][CH2:15][CH3:14])(=[O:6])=[O:5])[CH2:3][CH2:2]1. (3) Given the reactants [C:1]([O:5][CH:6]([C:11]1[C:16]([C:17]([F:20])([F:19])[F:18])=[CH:15][CH:14]=[C:13]([C:21]2[CH:26]=[CH:25][N:24]=[CH:23][CH:22]=2)[C:12]=1[C:27]1[CH:28]=[CH:29][C:30]2[O:35][CH2:34][CH2:33][CH2:32][C:31]=2[CH:36]=1)[C:7]([O:9]C)=[O:8])([CH3:4])([CH3:3])[CH3:2].[OH-].[Li+], predict the reaction product. The product is: [C:1]([O:5][CH:6]([C:11]1[C:16]([C:17]([F:19])([F:18])[F:20])=[CH:15][CH:14]=[C:13]([C:21]2[CH:22]=[CH:23][N:24]=[CH:25][CH:26]=2)[C:12]=1[C:27]1[CH:28]=[CH:29][C:30]2[O:35][CH2:34][CH2:33][CH2:32][C:31]=2[CH:36]=1)[C:7]([OH:9])=[O:8])([CH3:4])([CH3:2])[CH3:3]. (4) Given the reactants [Si]([O:8][CH2:9][CH2:10][C@H:11]1[CH2:23][C:22]2[C:21]3[C:20]([O:24][CH:25]4[CH2:30][CH2:29][CH:28]([NH:31][C:32](=[O:38])[O:33][C:34]([CH3:37])([CH3:36])[CH3:35])[CH2:27][CH2:26]4)=[N:19][CH:18]=[N:17][C:16]=3[S:15][C:14]=2[CH2:13][CH2:12]1)(C(C)(C)C)(C)C.CCCC[N+](CCCC)(CCCC)CCCC.[F-], predict the reaction product. The product is: [OH:8][CH2:9][CH2:10][C@H:11]1[CH2:23][C:22]2[C:21]3[C:20]([O:24][CH:25]4[CH2:26][CH2:27][CH:28]([NH:31][C:32](=[O:38])[O:33][C:34]([CH3:36])([CH3:35])[CH3:37])[CH2:29][CH2:30]4)=[N:19][CH:18]=[N:17][C:16]=3[S:15][C:14]=2[CH2:13][CH2:12]1. (5) Given the reactants [Sm].II.[C:4]([OH:7])(=[O:6])[CH3:5].C(O)(=O)C.O[C@H:13]1[C@:17]2([CH3:31])[CH2:18][CH2:19][C@@H:20]3[C@@H:29]([C@H:16]2[CH2:15][C:14]1=[O:32])[CH2:28][C@@H:27]1[C@H:22]([CH2:23][C@H:24]([OH:30])[CH2:25][CH2:26]1)[CH2:21]3.C([O-])([O-])=O.[Na+].[Na+], predict the reaction product. The product is: [C:4]([OH:7])(=[O:6])[CH3:5].[OH:30][C@@H:24]1[CH2:25][CH2:26][C@H:27]2[C@@H:22]([CH2:21][C@H:20]3[C@H:29]([CH2:28]2)[C@H:16]2[CH2:15][C:14](=[O:32])[CH2:13][C@:17]2([CH3:31])[CH2:18][CH2:19]3)[CH2:23]1. (6) Given the reactants [Cl:1][C:2]1[CH:10]=[C:9]2[C:5]([C:6]([C:15]([N:17]3[CH2:22][CH2:21][CH:20]([C:23]4[CH:28]=[CH:27][CH:26]=[CH:25][C:24]=4[O:29][C:30]([F:33])([F:32])[F:31])[CH2:19][CH2:18]3)=[O:16])=[CH:7][N:8]2[CH2:11][C:12]([OH:14])=O)=[CH:4][CH:3]=1.[NH3:34], predict the reaction product. The product is: [Cl:1][C:2]1[CH:10]=[C:9]2[C:5]([C:6]([C:15]([N:17]3[CH2:22][CH2:21][CH:20]([C:23]4[CH:28]=[CH:27][CH:26]=[CH:25][C:24]=4[O:29][C:30]([F:33])([F:32])[F:31])[CH2:19][CH2:18]3)=[O:16])=[CH:7][N:8]2[CH2:11][C:12]([NH2:34])=[O:14])=[CH:4][CH:3]=1. (7) Given the reactants Br[C:2]1[CH:3]=[N:4][CH:5]=[C:6]2[C:11]=1[N:10]=[C:9]([C:12]([NH:14][CH2:15][C:16]1[CH:21]=[CH:20][N:19]=[CH:18][CH:17]=1)=[O:13])[CH:8]=[CH:7]2.[Cl:22][C:23]1[CH:24]=[C:25](B(O)O)[CH:26]=[CH:27][CH:28]=1.C(=O)([O-])[O-].[Cs+].[Cs+], predict the reaction product. The product is: [Cl:22][C:23]1[CH:28]=[C:27]([C:2]2[CH:3]=[N:4][CH:5]=[C:6]3[C:11]=2[N:10]=[C:9]([C:12]([NH:14][CH2:15][C:16]2[CH:21]=[CH:20][N:19]=[CH:18][CH:17]=2)=[O:13])[CH:8]=[CH:7]3)[CH:26]=[CH:25][CH:24]=1. (8) Given the reactants [Cl:1][C:2]1[CH:3]=[C:4]([O:24][CH3:25])[C:5]([O:22][CH3:23])=[C:6]([CH:8]([NH:10][C:11]2[CH:16]=[C:15](F)[CH:14]=[CH:13][C:12]=2[S:18]([CH3:21])(=[O:20])=[O:19])[CH3:9])[CH:7]=1.[CH3:26][N:27]([CH3:34])[CH:28]1[CH2:33][CH2:32][NH:31][CH2:30][CH2:29]1.C(N(CC)C(C)C)(C)C, predict the reaction product. The product is: [Cl:1][C:2]1[CH:3]=[C:4]([O:24][CH3:25])[C:5]([O:22][CH3:23])=[C:6]([CH:8]([NH:10][C:11]2[CH:16]=[C:15]([N:31]3[CH2:32][CH2:33][CH:28]([N:27]([CH3:34])[CH3:26])[CH2:29][CH2:30]3)[CH:14]=[CH:13][C:12]=2[S:18]([CH3:21])(=[O:20])=[O:19])[CH3:9])[CH:7]=1. (9) Given the reactants [Br:1][C:2]1[C:11]([C@H:12]([O:18][C:19]([CH3:22])([CH3:21])[CH3:20])[C:13]([O:15][CH2:16][CH3:17])=[O:14])=[C:10]([CH3:23])[CH:9]=[C:8]2[C:3]=1[CH:4]=[CH:5][C:6]([CH2:24][OH:25])=[N:7]2.CC(OI1(OC(C)=O)(OC(C)=O)OC(=O)C2C=CC=CC1=2)=O, predict the reaction product. The product is: [Br:1][C:2]1[C:11]([C@H:12]([O:18][C:19]([CH3:20])([CH3:21])[CH3:22])[C:13]([O:15][CH2:16][CH3:17])=[O:14])=[C:10]([CH3:23])[CH:9]=[C:8]2[C:3]=1[CH:4]=[CH:5][C:6]([CH:24]=[O:25])=[N:7]2.